This data is from Forward reaction prediction with 1.9M reactions from USPTO patents (1976-2016). The task is: Predict the product of the given reaction. Given the reactants [CH2:1](O)[CH3:2].Cl.[CH3:5][C:6]1[C:7]([N:12]([CH2:46][O:47][CH2:48][CH2:49][O:50][CH3:51])[S:13]([C:16]2[S:17][C:18]([CH3:45])=[CH:19][C:20]=2[C:21]2[CH:26]=[CH:25][C:24]([CH2:27][N:28]3[C:36]4[CH:35]=[C:34]([CH2:37][CH3:38])[N:33]=[C:32]([CH3:39])[C:31]=4[C:30]([CH3:40])=[N:29]3)=[CH:23][C:22]=2[CH2:41][O:42][CH2:43][CH3:44])(=[O:15])=[O:14])=[N:8][O:9][C:10]=1[CH3:11].[C:52](=O)(O)[O-].[Na+].[C:57](O)(=O)[CH3:58], predict the reaction product. The product is: [CH3:5][C:6]1[C:7]([N:12]([CH2:46][O:47][CH2:48][CH2:49][O:50][CH3:51])[S:13]([C:16]2[S:17][C:18]([CH3:45])=[CH:19][C:20]=2[C:21]2[CH:26]=[CH:25][C:24]([CH2:27][N:28]3[C:36]4[CH:35]=[C:34]([CH2:37][CH3:38])[N:33]=[C:32]([CH3:39])[C:31]=4[C:30]([C:40]4[CH:2]=[CH:1][CH:58]=[CH:57][CH:52]=4)=[N:29]3)=[CH:23][C:22]=2[CH2:41][O:42][CH2:43][CH3:44])(=[O:14])=[O:15])=[N:8][O:9][C:10]=1[CH3:11].